This data is from NCI-60 drug combinations with 297,098 pairs across 59 cell lines. The task is: Regression. Given two drug SMILES strings and cell line genomic features, predict the synergy score measuring deviation from expected non-interaction effect. (1) Drug 1: CS(=O)(=O)CCNCC1=CC=C(O1)C2=CC3=C(C=C2)N=CN=C3NC4=CC(=C(C=C4)OCC5=CC(=CC=C5)F)Cl. Drug 2: C1=NC2=C(N1)C(=S)N=CN2. Cell line: IGROV1. Synergy scores: CSS=8.54, Synergy_ZIP=-8.24, Synergy_Bliss=-8.33, Synergy_Loewe=-8.14, Synergy_HSA=-5.55. (2) Drug 1: C1CCC(CC1)NC(=O)N(CCCl)N=O. Drug 2: CC1=CC2C(CCC3(C2CCC3(C(=O)C)OC(=O)C)C)C4(C1=CC(=O)CC4)C. Cell line: A549. Synergy scores: CSS=23.9, Synergy_ZIP=-7.01, Synergy_Bliss=0.125, Synergy_Loewe=-7.62, Synergy_HSA=0.543. (3) Synergy scores: CSS=22.2, Synergy_ZIP=-7.21, Synergy_Bliss=-8.04, Synergy_Loewe=-31.5, Synergy_HSA=-7.94. Cell line: OVCAR3. Drug 1: CC(CN1CC(=O)NC(=O)C1)N2CC(=O)NC(=O)C2. Drug 2: CC1C(C(CC(O1)OC2CC(CC3=C2C(=C4C(=C3O)C(=O)C5=CC=CC=C5C4=O)O)(C(=O)C)O)N)O.